This data is from NCI-60 drug combinations with 297,098 pairs across 59 cell lines. The task is: Regression. Given two drug SMILES strings and cell line genomic features, predict the synergy score measuring deviation from expected non-interaction effect. (1) Synergy scores: CSS=11.7, Synergy_ZIP=-7.27, Synergy_Bliss=-7.82, Synergy_Loewe=-1.84, Synergy_HSA=-1.82. Drug 1: C1CNP(=O)(OC1)N(CCCl)CCCl. Cell line: MDA-MB-435. Drug 2: COCCOC1=C(C=C2C(=C1)C(=NC=N2)NC3=CC=CC(=C3)C#C)OCCOC.Cl. (2) Drug 1: CC1=C2C(C(=O)C3(C(CC4C(C3C(C(C2(C)C)(CC1OC(=O)C(C(C5=CC=CC=C5)NC(=O)C6=CC=CC=C6)O)O)OC(=O)C7=CC=CC=C7)(CO4)OC(=O)C)O)C)OC(=O)C. Drug 2: CCCCC(=O)OCC(=O)C1(CC(C2=C(C1)C(=C3C(=C2O)C(=O)C4=C(C3=O)C=CC=C4OC)O)OC5CC(C(C(O5)C)O)NC(=O)C(F)(F)F)O. Cell line: OVCAR-5. Synergy scores: CSS=16.6, Synergy_ZIP=-9.32, Synergy_Bliss=-12.4, Synergy_Loewe=-11.3, Synergy_HSA=-10.9. (3) Drug 1: C1CCC(C1)C(CC#N)N2C=C(C=N2)C3=C4C=CNC4=NC=N3. Drug 2: C1=CC(=CC=C1CCC2=CNC3=C2C(=O)NC(=N3)N)C(=O)NC(CCC(=O)O)C(=O)O. Cell line: SW-620. Synergy scores: CSS=39.7, Synergy_ZIP=3.64, Synergy_Bliss=5.18, Synergy_Loewe=3.39, Synergy_HSA=4.90. (4) Drug 1: CCCS(=O)(=O)NC1=C(C(=C(C=C1)F)C(=O)C2=CNC3=C2C=C(C=N3)C4=CC=C(C=C4)Cl)F. Drug 2: CCN(CC)CCCC(C)NC1=C2C=C(C=CC2=NC3=C1C=CC(=C3)Cl)OC. Cell line: SR. Synergy scores: CSS=44.2, Synergy_ZIP=-3.76, Synergy_Bliss=-1.93, Synergy_Loewe=-9.19, Synergy_HSA=-1.82. (5) Drug 1: CC12CCC3C(C1CCC2NC(=O)OCC(F)(F)F)CCC4C3(C=CC(=O)N4C)C. Drug 2: CCC1=C2CN3C(=CC4=C(C3=O)COC(=O)C4(CC)O)C2=NC5=C1C=C(C=C5)O. Cell line: NCI-H460. Synergy scores: CSS=27.2, Synergy_ZIP=-2.37, Synergy_Bliss=-1.35, Synergy_Loewe=-70.8, Synergy_HSA=2.95. (6) Drug 1: CCC1(CC2CC(C3=C(CCN(C2)C1)C4=CC=CC=C4N3)(C5=C(C=C6C(=C5)C78CCN9C7C(C=CC9)(C(C(C8N6C=O)(C(=O)OC)O)OC(=O)C)CC)OC)C(=O)OC)O.OS(=O)(=O)O. Drug 2: C1=CN(C=N1)CC(O)(P(=O)(O)O)P(=O)(O)O. Cell line: RPMI-8226. Synergy scores: CSS=4.99, Synergy_ZIP=-5.07, Synergy_Bliss=-9.00, Synergy_Loewe=0.275, Synergy_HSA=-5.52. (7) Drug 1: CC12CCC3C(C1CCC2=O)CC(=C)C4=CC(=O)C=CC34C. Drug 2: CCCS(=O)(=O)NC1=C(C(=C(C=C1)F)C(=O)C2=CNC3=C2C=C(C=N3)C4=CC=C(C=C4)Cl)F. Cell line: PC-3. Synergy scores: CSS=36.0, Synergy_ZIP=-0.479, Synergy_Bliss=-3.91, Synergy_Loewe=-5.36, Synergy_HSA=-5.00.